This data is from Full USPTO retrosynthesis dataset with 1.9M reactions from patents (1976-2016). The task is: Predict the reactants needed to synthesize the given product. The reactants are: [CH:1]([C:3]1[CH:8]=[CH:7][CH:6]=[CH:5][C:4]=1[C:9]1[N:13]([S:14]([C:17]2[CH:18]=[N:19][CH:20]=[CH:21][CH:22]=2)(=[O:16])=[O:15])[CH:12]=[C:11]([CH2:23][N:24]([CH3:32])[C:25](=[O:31])[O:26][C:27]([CH3:30])([CH3:29])[CH3:28])[CH:10]=1)=[O:2].[BH4-].[Na+].CO.O. Given the product [C:27]([O:26][C:25](=[O:31])[N:24]([CH2:23][C:11]1[CH:10]=[C:9]([C:4]2[CH:5]=[CH:6][CH:7]=[CH:8][C:3]=2[CH2:1][OH:2])[N:13]([S:14]([C:17]2[CH:18]=[N:19][CH:20]=[CH:21][CH:22]=2)(=[O:16])=[O:15])[CH:12]=1)[CH3:32])([CH3:30])([CH3:28])[CH3:29], predict the reactants needed to synthesize it.